This data is from NCI-60 drug combinations with 297,098 pairs across 59 cell lines. The task is: Regression. Given two drug SMILES strings and cell line genomic features, predict the synergy score measuring deviation from expected non-interaction effect. Drug 1: CC1=C(C=C(C=C1)C(=O)NC2=CC(=CC(=C2)C(F)(F)F)N3C=C(N=C3)C)NC4=NC=CC(=N4)C5=CN=CC=C5. Drug 2: CC12CCC3C(C1CCC2OP(=O)(O)O)CCC4=C3C=CC(=C4)OC(=O)N(CCCl)CCCl.[Na+]. Cell line: 786-0. Synergy scores: CSS=4.49, Synergy_ZIP=0.721, Synergy_Bliss=3.31, Synergy_Loewe=1.34, Synergy_HSA=1.33.